Predict the product of the given reaction. From a dataset of Forward reaction prediction with 1.9M reactions from USPTO patents (1976-2016). (1) Given the reactants Br[CH2:2][C:3]([C:5]1[C:13]2[C:8](=[N:9][CH:10]=[CH:11][C:12]=2[O:14][C:15]2[CH:20]=[CH:19][C:18]([N+:21]([O-])=O)=[CH:17][C:16]=2[F:24])[NH:7][CH:6]=1)=O.[NH2:25][C:26]([NH2:28])=[S:27].C1COCC1.[Cl-].[NH4+], predict the reaction product. The product is: [NH2:21][C:18]1[CH:19]=[CH:20][C:15]([O:14][C:12]2[CH:11]=[CH:10][N:9]=[C:8]3[NH:7][CH:6]=[C:5]([C:3]4[N:25]=[C:26]([NH2:28])[S:27][CH:2]=4)[C:13]=23)=[C:16]([F:24])[CH:17]=1. (2) Given the reactants N1C2C=CC=CC=2[N:3]=[C:2]1[CH:10]1[CH2:15][CH2:14][N:13]([CH2:16][CH2:17][CH:18]2[O:22][C:21](=[O:23])[C:20]([CH2:26][CH3:27])([CH2:24][CH3:25])[CH2:19]2)[CH2:12][CH2:11]1.[C:28]1(C2(C#N)CCNCC2)[CH:33]=[CH:32][CH:31]=[CH:30][CH:29]=1.N1(C2C=CC=CC=2C#N)CCNCC1.CC1C=CC(S(OCCC2CC3(CCCC3)C(=O)O2)(=O)=O)=CC=1.CC1C=CC(S(OCCC2CC(CC)(CC)C(=O)O2)(=O)=O)=CC=1, predict the reaction product. The product is: [O:23]=[C:21]1[C:20]2([CH2:24][CH2:25][CH2:27][CH2:26]2)[CH2:19][CH:18]([CH2:17][CH2:16][N:13]2[CH2:12][CH2:11][C:10]([C:28]3[CH:33]=[CH:32][CH:31]=[CH:30][CH:29]=3)([C:2]#[N:3])[CH2:15][CH2:14]2)[O:22]1.